This data is from Catalyst prediction with 721,799 reactions and 888 catalyst types from USPTO. The task is: Predict which catalyst facilitates the given reaction. Reactant: [CH2:1]([O:8][C:9]1[C:10]([NH:17][C:18]2[S:19][CH:20]=[C:21]([CH3:23])[N:22]=2)=[N:11][CH:12]=[C:13]([CH:16]=1)[CH:14]=O)[C:2]1[CH:7]=[CH:6][CH:5]=[CH:4][CH:3]=1.[CH3:24][O:25][C:26](=[O:47])[CH:27]=P(C1C=CC=CC=1)(C1C=CC=CC=1)C1C=CC=CC=1. Product: [CH2:1]([O:8][C:9]1[CH:16]=[C:13](/[CH:14]=[CH:27]/[C:26]([O:25][CH3:24])=[O:47])[CH:12]=[N:11][C:10]=1[NH:17][C:18]1[S:19][CH:20]=[C:21]([CH3:23])[N:22]=1)[C:2]1[CH:7]=[CH:6][CH:5]=[CH:4][CH:3]=1. The catalyst class is: 1.